This data is from Catalyst prediction with 721,799 reactions and 888 catalyst types from USPTO. The task is: Predict which catalyst facilitates the given reaction. (1) Reactant: [CH3:1][N:2]1[C:10]([CH:11]=O)=[N:9][C:8]2[C:3]1=[N:4][C:5]([N:19]1[C:23]3[CH:24]=[CH:25][CH:26]=[CH:27][C:22]=3[N:21]=[C:20]1[CH3:28])=[N:6][C:7]=2[N:13]1[CH2:18][CH2:17][O:16][CH2:15][CH2:14]1.[CH2:29]1[C:32]2([CH2:37][CH2:36][NH:35][CH2:34][CH2:33]2)[CH2:31][CH:30]1[OH:38].C(OC)(OC)OC.C(O)(=O)C.C(O[BH-](OC(=O)C)OC(=O)C)(=O)C.[Na+]. Product: [CH3:1][N:2]1[C:10]([CH2:11][N:35]2[CH2:36][CH2:37][C:32]3([CH2:31][CH:30]([OH:38])[CH2:29]3)[CH2:33][CH2:34]2)=[N:9][C:8]2[C:3]1=[N:4][C:5]([N:19]1[C:23]3[CH:24]=[CH:25][CH:26]=[CH:27][C:22]=3[N:21]=[C:20]1[CH3:28])=[N:6][C:7]=2[N:13]1[CH2:14][CH2:15][O:16][CH2:17][CH2:18]1. The catalyst class is: 26. (2) Reactant: [C:1]1([C@H:7]2[O:9][C@@H:8]2[CH2:10][OH:11])[CH:6]=[CH:5][CH:4]=[CH:3][CH:2]=1.[CH2:12]([O:19][C:20]1[CH:21]=[C:22]2[C:26](=[CH:27][CH:28]=1)[NH:25][CH2:24][CH2:23]2)[C:13]1[CH:18]=[CH:17][CH:16]=[CH:15][CH:14]=1. Product: [CH2:12]([O:19][C:20]1[CH:21]=[C:22]2[C:26](=[CH:27][CH:28]=1)[N:25]([C@@H:7]([C:1]1[CH:6]=[CH:5][CH:4]=[CH:3][CH:2]=1)[C@H:8]([OH:9])[CH2:10][OH:11])[CH2:24][CH2:23]2)[C:13]1[CH:14]=[CH:15][CH:16]=[CH:17][CH:18]=1. The catalyst class is: 4. (3) Reactant: [CH3:1][CH:2]1[NH:7][CH2:6][CH2:5][N:4]([C:8]2[CH:15]=[CH:14][C:11]([C:12]#[N:13])=[CH:10][N:9]=2)[CH2:3]1.[F:16][C:17]([F:35])([F:34])[C:18]([C:20]1[S:24][C:23]([C:25]2[CH:26]=[C:27]([CH:31]=[CH:32][CH:33]=2)[C:28](O)=[O:29])=[CH:22][CH:21]=1)=[O:19]. Product: [CH3:1][CH:2]1[N:7]([C:28](=[O:29])[C:27]2[CH:31]=[CH:32][CH:33]=[C:25]([C:23]3[S:24][C:20]([C:18](=[O:19])[C:17]([F:16])([F:34])[F:35])=[CH:21][CH:22]=3)[CH:26]=2)[CH2:6][CH2:5][N:4]([C:8]2[CH:15]=[CH:14][C:11]([C:12]#[N:13])=[CH:10][N:9]=2)[CH2:3]1. The catalyst class is: 106. (4) Product: [Cl:21][C:22]1[CH:27]=[CH:26][C:25]([C:28]2[NH:29][C:30]3[N:31]([N:35]=[CH:36][C:37]=3[C:38]3[O:39][CH:1]=[CH:2][N:40]=3)[C:32](=[O:34])[CH:33]=2)=[CH:24][C:23]=1[O:41][CH2:42][CH3:43]. Reactant: [CH3:1][C:2]1C=CC(S(O)(=O)=O)=CC=1.BrCC(OCC)OCC.[Cl:21][C:22]1[CH:27]=[CH:26][C:25]([C:28]2[NH:29][C:30]3[N:31]([N:35]=[CH:36][C:37]=3[C:38]([NH2:40])=[O:39])[C:32](=[O:34])[CH:33]=2)=[CH:24][C:23]=1[O:41][CH2:42][CH3:43]. The catalyst class is: 37. (5) Reactant: [CH2:1]([CH:3]1[CH:20]([OH:21])[CH:19]([CH3:22])[CH:18]=[C:17]([CH3:23])[CH:16]=[C:15]([O:24][CH3:25])[C:14](=[O:26])[O:13][CH:12]([CH:27]([CH:29]([OH:48])[CH:30]([CH3:47])/[C:31](=[N:41]\[O:42][CH2:43][C:44](O)=[O:45])/[CH:32]=[CH:33]/[CH:34]([CH3:40])[CH:35]([OH:39])/[CH:36]=[CH:37]/[CH3:38])[CH3:28])[CH:11]([O:49][CH3:50])[CH:10]=[CH:9][CH:8]=[C:7]([CH3:51])[CH2:6][CH:5]([CH3:52])[CH:4]1[OH:53])[CH3:2].C1C=CC2N(O)N=NC=2C=1.[NH:64]1[CH2:69][CH2:68][CH2:67][CH2:66][CH2:65]1.O. Product: [OH:48][CH:29]([CH:30]([CH3:47])/[C:31](=[N:41]\[O:42][CH2:43][C:44](=[O:45])[N:64]1[CH2:69][CH2:68][CH2:67][CH2:66][CH2:65]1)/[CH:32]=[CH:33]/[CH:34]([CH3:40])[CH:35]([OH:39])/[CH:36]=[CH:37]/[CH3:38])[CH:27]([CH:12]1[O:13][C:14](=[O:26])[C:15]([O:24][CH3:25])=[CH:16][C:17]([CH3:23])=[CH:18][CH:19]([CH3:22])[CH:20]([OH:21])[CH:3]([CH2:1][CH3:2])[CH:4]([OH:53])[CH:5]([CH3:52])[CH2:6][C:7]([CH3:51])=[CH:8][CH:9]=[CH:10][CH:11]1[O:49][CH3:50])[CH3:28]. The catalyst class is: 4. (6) Reactant: C([O:8][C:9]1[C:14]([O:15][CH3:16])=[CH:13][CH:12]=[C:11](I)[C:10]=1[OH:18])C1C=CC=CC=1.[CH2:19]([N:26]1[CH:30]=[C:29]([C:31]#[CH:32])[CH:28]=[N:27]1)[C:20]1[CH:25]=[CH:24][CH:23]=[CH:22][CH:21]=1.[CH3:33][O:34][C:35]1[CH:36]=[C:37](I)[CH:38]=[C:39]([O:43][CH3:44])[C:40]=1[O:41][CH3:42].[C:46](OCC)(=[O:48])C. Product: [CH2:19]([N:26]1[CH:30]=[C:29]([C:31]2[O:18][C:10]3[C:9]([OH:8])=[C:14]([O:15][CH3:16])[CH:13]=[CH:12][C:11]=3[C:32]=2[C:46]([C:37]2[CH:36]=[C:35]([O:34][CH3:33])[C:40]([O:41][CH3:42])=[C:39]([O:43][CH3:44])[CH:38]=2)=[O:48])[CH:28]=[N:27]1)[C:20]1[CH:21]=[CH:22][CH:23]=[CH:24][CH:25]=1. The catalyst class is: 81.